This data is from Catalyst prediction with 721,799 reactions and 888 catalyst types from USPTO. The task is: Predict which catalyst facilitates the given reaction. (1) Reactant: [Si:1]([O:18][C:19]1[CH:20]=[C:21]([C:25]#[C:26][CH2:27][CH2:28]O)[CH:22]=[CH:23][CH:24]=1)([C:14]([CH3:17])([CH3:16])[CH3:15])([C:8]1[CH:13]=[CH:12][CH:11]=[CH:10][CH:9]=1)[C:2]1[CH:7]=[CH:6][CH:5]=[CH:4][CH:3]=1.C1(P([N:44]=[N+:45]=[N-:46])(C2C=CC=CC=2)=O)C=CC=CC=1.C1CCN2C(=NCCC2)CC1.Cl.[N-]=[N+]=[N-].[Na+].C(=O)(O)[O-].[Na+]. Product: [N:44]([CH2:28][CH2:27][C:26]#[C:25][C:21]1[CH:20]=[C:19]([CH:24]=[CH:23][CH:22]=1)[O:18][Si:1]([C:14]([CH3:17])([CH3:16])[CH3:15])([C:8]1[CH:13]=[CH:12][CH:11]=[CH:10][CH:9]=1)[C:2]1[CH:7]=[CH:6][CH:5]=[CH:4][CH:3]=1)=[N+:45]=[N-:46]. The catalyst class is: 588. (2) Reactant: Cl[C:2]1[N:7]=[C:6]([NH:8][CH:9]2[CH:14]3[CH2:15][CH:11]([CH2:12][CH2:13]3)[CH:10]2[C:16]([NH2:18])=[O:17])[C:5]([Cl:19])=[CH:4][N:3]=1.[CH3:20][O:21][CH2:22][CH2:23][N:24]1[CH2:30][CH2:29][C:28]2[CH:31]=[C:32]([NH2:35])[CH:33]=[CH:34][C:27]=2[CH2:26][CH2:25]1.C(O)(C)C. Product: [Cl:19][C:5]1[C:6]([NH:8][C@H:9]2[CH:14]3[CH2:15][CH:11]([CH2:12][CH2:13]3)[C@H:10]2[C:16]([NH2:18])=[O:17])=[N:7][C:2]([NH:35][C:32]2[CH:33]=[CH:34][C:27]3[CH2:26][CH2:25][N:24]([CH2:23][CH2:22][O:21][CH3:20])[CH2:30][CH2:29][C:28]=3[CH:31]=2)=[N:3][CH:4]=1. The catalyst class is: 33. (3) Reactant: Cl.[CH3:2][O:3][C:4]1[CH:5]=[C:6]([CH2:12][CH2:13][C:14]2[CH:15]=[C:16]([NH:19][C:20]([C:22]3[N:23]=[CH:24][C:25]([N:28]4[CH2:32][CH2:31][CH:30]([N:33](C)[C:34](=O)OC(C)(C)C)[CH2:29]4)=[N:26][CH:27]=3)=[O:21])[NH:17][N:18]=2)[CH:7]=[C:8]([O:10][CH3:11])[CH:9]=1. Product: [CH3:2][O:3][C:4]1[CH:5]=[C:6]([CH2:12][CH2:13][C:14]2[CH:15]=[C:16]([NH:19][C:20]([C:22]3[CH:27]=[N:26][C:25]([N:28]4[CH2:32][CH2:31][CH:30]([NH:33][CH3:34])[CH2:29]4)=[CH:24][N:23]=3)=[O:21])[NH:17][N:18]=2)[CH:7]=[C:8]([O:10][CH3:11])[CH:9]=1. The catalyst class is: 5. (4) Reactant: [C:1]([C:5]1[CH:6]=[C:7]([NH:20][C:21]([NH:23][C:24]2[C:33]3[C:28](=[CH:29][CH:30]=[CH:31][CH:32]=3)[C:27]([O:34][C:35]3[CH:40]=[CH:39][N:38]=[C:37]([NH:41][C:42]4[CH:47]=[CH:46][CH:45]=[C:44](OC)[CH:43]=4)[CH:36]=3)=[CH:26][CH:25]=2)=[O:22])[C:8]([O:18][CH3:19])=[C:9]([CH:17]=1)[C:10](NC1COC1)=[O:11])([CH3:4])([CH3:3])[CH3:2].C[OH:51].C1[CH2:56][O:55]CC1. Product: [C:1]([C:5]1[CH:6]=[C:7]([NH:20][C:21]([NH:23][C:24]2[C:33]3[C:28](=[CH:29][CH:30]=[CH:31][CH:32]=3)[C:27]([O:34][C:35]3[CH:40]=[CH:39][N:38]=[C:37]([NH:41][C:42]4[CH:47]=[CH:46][CH:45]=[C:44]([O:55][CH3:56])[CH:43]=4)[CH:36]=3)=[CH:26][CH:25]=2)=[O:22])[C:8]([O:18][CH3:19])=[C:9]([CH:17]=1)[C:10]([OH:11])=[O:51])([CH3:3])([CH3:2])[CH3:4]. The catalyst class is: 6. (5) Reactant: Cl[C:2]1[C:3]2[N:4]([C:18]([N:21]3[CH2:26][CH2:25][O:24][CH2:23][CH2:22]3)=[CH:19][N:20]=2)[CH:5]=[C:6]([C:10]2[CH:15]=[CH:14][C:13]([Cl:16])=[CH:12][C:11]=2[Cl:17])[C:7]=1[C:8]#[N:9].[N-:27]=[N+:28]=[N-:29].[Na+].CCOC(C)=O. Product: [N:27]([C:2]1[C:3]2[N:4]([C:18]([N:21]3[CH2:22][CH2:23][O:24][CH2:25][CH2:26]3)=[CH:19][N:20]=2)[CH:5]=[C:6]([C:10]2[CH:15]=[CH:14][C:13]([Cl:16])=[CH:12][C:11]=2[Cl:17])[C:7]=1[C:8]#[N:9])=[N+:28]=[N-:29]. The catalyst class is: 3. (6) Reactant: [F:1][C:2]([F:12])([F:11])[C:3]1[CH:4]=[C:5]([CH:8]=[CH:9][CH:10]=1)[CH2:6]Br.[H-].[Na+].[F:15][C:16]([F:25])([F:24])[CH2:17][CH2:18][CH:19]([C:22]#[N:23])[C:20]#[N:21]. Product: [F:1][C:2]([F:12])([F:11])[C:3]1[CH:4]=[C:5]([CH:8]=[CH:9][CH:10]=1)[CH2:6][C:19]([CH2:18][CH2:17][C:16]([F:15])([F:24])[F:25])([C:20]#[N:21])[C:22]#[N:23]. The catalyst class is: 9.